Dataset: Catalyst prediction with 721,799 reactions and 888 catalyst types from USPTO. Task: Predict which catalyst facilitates the given reaction. (1) Reactant: [H-].[Na+].[N:3]1[CH:8]=[CH:7][CH:6]=[CH:5][C:4]=1[C:9]1[CH:14]=[CH:13][C:12]([C:15]2[C:16](=[O:24])[NH:17][C:18]3([CH2:23][CH2:22][CH2:21][CH2:20]3)[N:19]=2)=[CH:11][CH:10]=1.Br[CH2:26][C:27]([NH:29][C:30]1[CH:35]=[CH:34][CH:33]=[C:32]([C:36]([F:39])([F:38])[F:37])[CH:31]=1)=[O:28]. Product: [O:24]=[C:16]1[C:15]([C:12]2[CH:11]=[CH:10][C:9]([C:4]3[CH:5]=[CH:6][CH:7]=[CH:8][N:3]=3)=[CH:14][CH:13]=2)=[N:19][C:18]2([CH2:23][CH2:22][CH2:21][CH2:20]2)[N:17]1[CH2:26][C:27]([NH:29][C:30]1[CH:35]=[CH:34][CH:33]=[C:32]([C:36]([F:37])([F:38])[F:39])[CH:31]=1)=[O:28]. The catalyst class is: 121. (2) Reactant: [Cl:1][C:2]1[CH:3]=[CH:4][C:5](=[O:8])[NH:6][N:7]=1.[C:9]([O-])([O-])=O.[Cs+].[Cs+].CI. Product: [Cl:1][C:2]1[CH:3]=[CH:4][C:5](=[O:8])[N:6]([CH3:9])[N:7]=1. The catalyst class is: 23.